Dataset: Full USPTO retrosynthesis dataset with 1.9M reactions from patents (1976-2016). Task: Predict the reactants needed to synthesize the given product. Given the product [Cl:24][C:25]1[S:29][C:28]([C:30]([NH:32][CH2:33][C:34]2[N:35]=[CH:36][N:37]([C:2]3[CH:7]=[CH:6][C:5]([N:8]4[CH:13]=[CH:12][CH:11]=[CH:10][C:9]4=[O:14])=[CH:4][C:3]=3[O:15][CH2:16][CH2:17][N:18]3[CH2:23][CH2:22][CH2:21][CH2:20][CH2:19]3)[CH:38]=2)=[O:31])=[CH:27][CH:26]=1, predict the reactants needed to synthesize it. The reactants are: I[C:2]1[CH:7]=[CH:6][C:5]([N:8]2[CH:13]=[CH:12][CH:11]=[CH:10][C:9]2=[O:14])=[CH:4][C:3]=1[O:15][CH2:16][CH2:17][N:18]1[CH2:23][CH2:22][CH2:21][CH2:20][CH2:19]1.[Cl:24][C:25]1[S:29][C:28]([C:30]([NH:32][CH2:33][C:34]2[N:35]=[CH:36][NH:37][CH:38]=2)=[O:31])=[CH:27][CH:26]=1.OC1C=CC=C2C=1N=CC=C2.C([O-])([O-])=O.[K+].[K+].